Task: Predict the product of the given reaction.. Dataset: Forward reaction prediction with 1.9M reactions from USPTO patents (1976-2016) (1) Given the reactants [OH:1][C:2]1[N:6]([C:7]2[CH:12]=[C:11]([C:13]#[N:14])[CH:10]=[CH:9][N:8]=2)[N:5]=[CH:4][CH:3]=1.[CH3:15][C:16]1[CH:21]=[C:20]([CH3:22])[CH:19]=[CH:18][C:17]=1[CH2:23]O, predict the reaction product. The product is: [CH3:15][C:16]1[CH:21]=[C:20]([CH3:22])[CH:19]=[CH:18][C:17]=1[CH2:23][O:1][C:2]1[N:6]([C:7]2[CH:12]=[C:11]([C:13]#[N:14])[CH:10]=[CH:9][N:8]=2)[N:5]=[CH:4][CH:3]=1. (2) Given the reactants [CH3:1][CH:2]1[CH2:6][C:5]2[C:7]([CH3:19])=[C:8]([N:13]3[CH2:18][CH2:17][NH:16][CH2:15][CH2:14]3)[C:9]([CH3:12])=[C:10]([CH3:11])[C:4]=2[O:3]1.[Br:20][C:21]1[CH:26]=[CH:25][C:24](Br)=[CH:23][CH:22]=1, predict the reaction product. The product is: [Br:20][C:21]1[CH:26]=[CH:25][C:24]([N:16]2[CH2:15][CH2:14][N:13]([C:8]3[C:9]([CH3:12])=[C:10]([CH3:11])[C:4]4[O:3][CH:2]([CH3:1])[CH2:6][C:5]=4[C:7]=3[CH3:19])[CH2:18][CH2:17]2)=[CH:23][CH:22]=1. (3) The product is: [Br:9][CH2:10][C:6]([C@@H:2]1[CH2:3][CH2:4][CH2:5][O:1]1)=[O:7]. Given the reactants [O:1]1[CH2:5][CH2:4][CH2:3][C@H:2]1[C:6](Cl)=[O:7].[BrH:9].[CH3:10]COCC.C(Cl)Cl, predict the reaction product. (4) Given the reactants Br[C:2]1[O:10][C:9]2[CH:8]=[CH:7][NH:6][C:5](=[O:11])[C:4]=2[CH:3]=1.[Cl:12][C:13]1[CH:14]=[CH:15][C:16]([B-]23OCC(C)(CO2)CO3)=[N:17][CH:18]=1.[Li+].C1(P(C2C=CC=CC=2)C2C=CC=CC=2)C=CC=CC=1, predict the reaction product. The product is: [Cl:12][C:13]1[CH:14]=[CH:15][C:16]([C:2]2[O:10][C:9]3[CH:8]=[CH:7][NH:6][C:5](=[O:11])[C:4]=3[CH:3]=2)=[N:17][CH:18]=1.